This data is from Forward reaction prediction with 1.9M reactions from USPTO patents (1976-2016). The task is: Predict the product of the given reaction. (1) Given the reactants [NH2:1][C:2]1[C:11]([C:12]#[N:13])=[C:10](O)[C:9]2[C:4](=[CH:5][CH:6]=[C:7]([N+:15]([O-:17])=[O:16])[CH:8]=2)[N:3]=1.P(Cl)(Cl)([Cl:20])=O, predict the reaction product. The product is: [NH2:1][C:2]1[C:11]([C:12]#[N:13])=[C:10]([Cl:20])[C:9]2[C:4](=[CH:5][CH:6]=[C:7]([N+:15]([O-:17])=[O:16])[CH:8]=2)[N:3]=1. (2) Given the reactants Cl.Cl.[NH2:3][C:4]1[N:9]=[CH:8][N:7]=[C:6]2[N:10]([CH:14]([C:16]3[CH:17]=[C:18]([Cl:30])[C:19]([C:28]#[N:29])=[C:20]4[C:26]=3[O:25][CH:24]([CH3:27])[CH2:23][NH:22][CH2:21]4)[CH3:15])[N:11]=[C:12]([CH3:13])[C:5]=12.C(N(CC)CC)C.Br.Br[CH2:40][C:41]1[CH:42]=[N:43][CH:44]=[CH:45][CH:46]=1, predict the reaction product. The product is: [NH2:3][C:4]1[N:9]=[CH:8][N:7]=[C:6]2[N:10]([CH:14]([C:16]3[CH:17]=[C:18]([Cl:30])[C:19]([C:28]#[N:29])=[C:20]4[C:26]=3[O:25][CH:24]([CH3:27])[CH2:23][N:22]([CH2:40][C:41]3[CH:42]=[N:43][CH:44]=[CH:45][CH:46]=3)[CH2:21]4)[CH3:15])[N:11]=[C:12]([CH3:13])[C:5]=12. (3) Given the reactants [O:1]1[CH:5]=[CH:4][CH:3]=[CH:2]1.C([Li])CCC.[O:11]=[C:12]1[CH2:17][CH2:16][CH2:15][CH2:14][N:13]1[C:18]([O:20][C:21]([CH3:24])([CH3:23])[CH3:22])=[O:19].[Cl-].[NH4+], predict the reaction product. The product is: [O:1]1[CH:5]=[CH:4][CH:3]=[C:2]1[C:12](=[O:11])[CH2:17][CH2:16][CH2:15][CH2:14][NH:13][C:18](=[O:19])[O:20][C:21]([CH3:22])([CH3:23])[CH3:24]. (4) Given the reactants [CH3:1][O:2][C:3](=[O:15])[C:4]1[C:5](=[C:10](I)[CH:11]=[CH:12][CH:13]=1)[C:6]([O:8][CH3:9])=[O:7].[O:16]([C:23]1[CH:29]=[CH:28][CH:27]=[CH:26][C:24]=1[NH2:25])[C:17]1[CH:22]=[CH:21][CH:20]=[CH:19][CH:18]=1.C1C=CC(P(C2C(C3C(P(C4C=CC=CC=4)C4C=CC=CC=4)=CC=C4C=3C=CC=C4)=C3C(C=CC=C3)=CC=2)C2C=CC=CC=2)=CC=1.C(=O)([O-])[O-].[Cs+].[Cs+], predict the reaction product. The product is: [CH3:1][O:2][C:3](=[O:15])[C:4]1[C:5](=[C:10]([NH:25][C:24]2[CH:26]=[CH:27][CH:28]=[CH:29][C:23]=2[O:16][C:17]2[CH:18]=[CH:19][CH:20]=[CH:21][CH:22]=2)[CH:11]=[CH:12][CH:13]=1)[C:6]([O:8][CH3:9])=[O:7]. (5) The product is: [Cl:31][C:1](=[C:5]([C:11]([O:13][CH2:14][CH3:15])=[O:12])[C:6]([O:8][CH2:9][CH3:10])=[O:7])[CH2:2][CH3:3]. Given the reactants [C:1]([CH:5]([C:11]([O:13][CH2:14][CH3:15])=[O:12])[C:6]([O:8][CH2:9][CH3:10])=[O:7])(=O)[CH2:2][CH3:3].C(N(CCCC)CCCC)CCC.P(Cl)(Cl)([Cl:31])=O, predict the reaction product. (6) The product is: [Cl:1][C:2]1[CH:3]=[CH:4][C:5]([N+:17]([O-:19])=[O:18])=[C:6]([C:8]([C:10]2[CH:11]=[N:12][C:13]([Cl:16])=[CH:14][CH:15]=2)=[O:9])[CH:7]=1. Given the reactants [Cl:1][C:2]1[CH:3]=[CH:4][C:5]([N+:17]([O-:19])=[O:18])=[C:6]([CH:8]([C:10]2[CH:11]=[N:12][C:13]([Cl:16])=[CH:14][CH:15]=2)[OH:9])[CH:7]=1.C1C=C[NH+]=CC=1.C1C=C[NH+]=CC=1.[O-][Cr](O[Cr]([O-])(=O)=O)(=O)=O, predict the reaction product. (7) Given the reactants [NH:1]([C:3]1[CH:11]=[CH:10][C:6]([C:7]([OH:9])=[O:8])=[CH:5][CH:4]=1)[NH2:2].Cl[C:13]1[C:22]2[C:17](=[CH:18][CH:19]=[CH:20][CH:21]=2)[N:16]=[N:15][C:14]=1[C:23](OC)=[O:24], predict the reaction product. The product is: [O:24]=[C:23]1[C:14]2[N:15]=[N:16][C:17]3[CH:18]=[CH:19][CH:20]=[CH:21][C:22]=3[C:13]=2[NH:2][N:1]1[C:3]1[CH:4]=[CH:5][C:6]([C:7]([OH:9])=[O:8])=[CH:10][CH:11]=1.